Regression. Given two drug SMILES strings and cell line genomic features, predict the synergy score measuring deviation from expected non-interaction effect. From a dataset of NCI-60 drug combinations with 297,098 pairs across 59 cell lines. (1) Drug 1: CCC(=C(C1=CC=CC=C1)C2=CC=C(C=C2)OCCN(C)C)C3=CC=CC=C3.C(C(=O)O)C(CC(=O)O)(C(=O)O)O. Drug 2: COC1=C2C(=CC3=C1OC=C3)C=CC(=O)O2. Cell line: NCI-H226. Synergy scores: CSS=1.35, Synergy_ZIP=-0.818, Synergy_Bliss=0.384, Synergy_Loewe=-4.21, Synergy_HSA=-1.66. (2) Drug 1: CNC(=O)C1=CC=CC=C1SC2=CC3=C(C=C2)C(=NN3)C=CC4=CC=CC=N4. Drug 2: CN1C2=C(C=C(C=C2)N(CCCl)CCCl)N=C1CCCC(=O)O.Cl. Cell line: HCT-15. Synergy scores: CSS=0.606, Synergy_ZIP=0.836, Synergy_Bliss=1.05, Synergy_Loewe=-4.62, Synergy_HSA=-1.91. (3) Drug 1: CCC1=CC2CC(C3=C(CN(C2)C1)C4=CC=CC=C4N3)(C5=C(C=C6C(=C5)C78CCN9C7C(C=CC9)(C(C(C8N6C)(C(=O)OC)O)OC(=O)C)CC)OC)C(=O)OC.C(C(C(=O)O)O)(C(=O)O)O. Drug 2: C1CC(=O)NC(=O)C1N2C(=O)C3=CC=CC=C3C2=O. Cell line: ACHN. Synergy scores: CSS=30.8, Synergy_ZIP=-1.50, Synergy_Bliss=3.72, Synergy_Loewe=-18.8, Synergy_HSA=2.60.